From a dataset of Reaction yield outcomes from USPTO patents with 853,638 reactions. Predict the reaction yield, written as a fraction of the theoretical maximum amount of product (1.0 means a 100% yield; for example, 0.34 means a 34% yield). (1) The reactants are C(NC(C)C)(C)C.C(=O)=O.[CH2:11]([OH:14])[CH2:12]O.[Li]CCCC.C1C=CC(N([S:27]([C:30]([F:33])([F:32])[F:31])(=[O:29])=[O:28])[S:27]([C:30]([F:33])([F:32])[F:31])(=[O:29])=[O:28])=CC=1. The catalyst is C1COCC1.C(OCC)(=O)C. The product is [O:14]([CH:11]=[CH2:12])[S:27]([C:30]([F:33])([F:32])[F:31])(=[O:29])=[O:28]. The yield is 0.870. (2) The reactants are Cl[CH2:2][CH2:3][NH:4][C:5]([NH:7][CH2:8][CH2:9][CH2:10][O:11][CH3:12])=[O:6].[H-].[Na+].[NH4+].[Cl-]. The catalyst is C1COCC1.[Cl-].[Na+].O. The product is [CH3:12][O:11][CH2:10][CH2:9][CH2:8][N:7]1[CH2:2][CH2:3][NH:4][C:5]1=[O:6]. The yield is 0.880. (3) The reactants are Cl.[CH3:2][C:3]1([CH2:13][NH2:14])[C:12]2[C:7](=[CH:8][CH:9]=[CH:10][CH:11]=2)[CH2:6][CH2:5][CH2:4]1.F[C:16]1[CH:24]=[N:23][CH:22]=[CH:21][C:17]=1[C:18]([OH:20])=[O:19]. No catalyst specified. The product is [CH3:2][C:3]1([CH2:13][NH:14][C:21]2[CH:22]=[N:23][CH:24]=[CH:16][C:17]=2[C:18]([OH:20])=[O:19])[C:12]2[C:7](=[CH:8][CH:9]=[CH:10][CH:11]=2)[CH2:6][CH2:5][CH2:4]1. The yield is 0.0800. (4) The reactants are [F:1][C:2]1[CH:29]=[CH:28][C:5]([O:6][C:7]2[CH:12]=[CH:11][C:10]([N+:13]([O-])=O)=[CH:9][C:8]=2[C:16]2[C:24]3[C:19](=[C:20]([O:25][CH3:26])[N:21]=[CH:22][CH:23]=3)[N:18]([CH3:27])[CH:17]=2)=[CH:4][CH:3]=1. The catalyst is O1CCCC1.[Pd]. The product is [F:1][C:2]1[CH:29]=[CH:28][C:5]([O:6][C:7]2[CH:12]=[CH:11][C:10]([NH2:13])=[CH:9][C:8]=2[C:16]2[C:24]3[C:19](=[C:20]([O:25][CH3:26])[N:21]=[CH:22][CH:23]=3)[N:18]([CH3:27])[CH:17]=2)=[CH:4][CH:3]=1. The yield is 0.990. (5) The reactants are [CH3:1][C:2]([CH3:15])=[CH:3][C:4](/[N:6]=[C:7](/[N:10]1[CH2:14][CH2:13][CH2:12][CH2:11]1)\SC)=O.[NH2:16][NH2:17].C1COCC1. No catalyst specified. The product is [CH3:1][C:2]([CH3:15])=[CH:3][C:4]1[NH:17][N:16]=[C:7]([N:10]2[CH2:14][CH2:13][CH2:12][CH2:11]2)[N:6]=1. The yield is 0.222. (6) The reactants are F[C:2]1[CH:20]=[C:19]([C:21]([F:27])([F:26])[C:22]([F:25])([F:24])[F:23])[CH:18]=[CH:17][C:3]=1[C:4]([NH:6][C:7]1[CH:12]=[CH:11][CH:10]=[C:9]([S:13](=[O:16])(=[O:15])[NH2:14])[CH:8]=1)=[O:5].[CH3:28][O:29][C:30]1[CH:35]=[C:34]([F:36])[CH:33]=[CH:32][C:31]=1[OH:37].C([O-])([O-])=O.[Cs+].[Cs+]. The catalyst is CN1C(=O)CCC1. The product is [F:36][C:34]1[CH:33]=[CH:32][C:31]([O:37][C:2]2[CH:20]=[C:19]([C:21]([F:27])([F:26])[C:22]([F:24])([F:25])[F:23])[CH:18]=[CH:17][C:3]=2[C:4]([NH:6][C:7]2[CH:12]=[CH:11][CH:10]=[C:9]([S:13](=[O:15])(=[O:16])[NH2:14])[CH:8]=2)=[O:5])=[C:30]([O:29][CH3:28])[CH:35]=1. The yield is 0.330. (7) The reactants are [Br-].[Br-].[Br-].[NH+]1C=CC=CC=1.[NH+]1C=CC=CC=1.[NH+]1C=CC=CC=1.[N:22]1[CH:27]=[CH:26][C:25]([C:28]2[CH:36]=[CH:35][CH:34]=[C:33]3[C:29]=2[CH:30]=[CH:31][NH:32]3)=[CH:24][CH:23]=1.[OH2:37]. The catalyst is CC(O)(C)C.C(O)C.C(O)(=O)C.[Zn]. The product is [N:22]1[CH:27]=[CH:26][C:25]([C:28]2[CH:36]=[CH:35][CH:34]=[C:33]3[C:29]=2[CH2:30][C:31](=[O:37])[NH:32]3)=[CH:24][CH:23]=1. The yield is 0.990.